This data is from Full USPTO retrosynthesis dataset with 1.9M reactions from patents (1976-2016). The task is: Predict the reactants needed to synthesize the given product. (1) The reactants are: Cl[C:2]1[N:7]=[C:6]([C:8]2[CH:13]=[CH:12][CH:11]=[C:10]([CH:14]([O:17][CH3:18])[O:15][CH3:16])[CH:9]=2)[CH:5]=[CH:4][N:3]=1.[NH2:19][CH2:20][CH2:21][C:22]1[CH:27]=[CH:26][C:25]([OH:28])=[CH:24][CH:23]=1. Given the product [CH3:16][O:15][CH:14]([O:17][CH3:18])[C:10]1[CH:9]=[C:8]([C:6]2[CH:5]=[CH:4][N:3]=[C:2]([NH:19][CH2:20][CH2:21][C:22]3[CH:27]=[CH:26][C:25]([OH:28])=[CH:24][CH:23]=3)[N:7]=2)[CH:13]=[CH:12][CH:11]=1, predict the reactants needed to synthesize it. (2) The reactants are: [OH:1]OS([O-])=O.[K+].[N:7]1([C:13]2[CH:18]=[C:17]([CH2:19][S:20][C:21]3[CH:26]=[CH:25][CH:24]=[CH:23][CH:22]=3)[N:16]=[C:15]([C:27]3[CH:32]=[CH:31][CH:30]=[CH:29][N:28]=3)[N:14]=2)[CH2:12][CH2:11][O:10][CH2:9][CH2:8]1.[OH2:33]. Given the product [C:21]1([S:20]([CH2:19][C:17]2[CH:18]=[C:13]([N:7]3[CH2:8][CH2:9][O:10][CH2:11][CH2:12]3)[N:14]=[C:15]([C:27]3[CH:32]=[CH:31][CH:30]=[CH:29][N:28]=3)[N:16]=2)(=[O:1])=[O:33])[CH:26]=[CH:25][CH:24]=[CH:23][CH:22]=1, predict the reactants needed to synthesize it. (3) Given the product [NH2:1][C:2]1[CH:7]=[CH:6][C:5]([NH2:8])=[CH:4][C:3]=1[S:11]([NH2:14])(=[O:12])=[O:13], predict the reactants needed to synthesize it. The reactants are: [NH2:1][C:2]1[CH:7]=[CH:6][C:5]([N+:8]([O-])=O)=[CH:4][C:3]=1[S:11]([NH2:14])(=[O:13])=[O:12].[H][H]. (4) Given the product [N:1]1([CH2:11][C:12]2[CH:17]=[CH:16][C:15]([C:18](=[O:20])[CH3:19])=[CH:14][CH:13]=2)[C:9]2[C:4](=[CH:5][CH:6]=[CH:7][CH:8]=2)[CH:3]=[CH:2]1, predict the reactants needed to synthesize it. The reactants are: [NH:1]1[C:9]2[C:4](=[CH:5][CH:6]=[CH:7][CH:8]=2)[CH:3]=[CH:2]1.Br[CH2:11][C:12]1[CH:17]=[CH:16][C:15]([C:18](=[O:20])[CH3:19])=[CH:14][CH:13]=1. (5) Given the product [CH2:23]([N:20]1[C:15]2=[N:16][C:17]([CH2:18][CH3:19])=[C:12]([CH2:11][N:4]3[CH2:5][CH2:6][N:2]([CH3:1])[C:3]3=[O:7])[C:13]([NH:25][CH:26]3[CH2:31][CH2:30][O:29][CH2:28][CH2:27]3)=[C:14]2[CH:22]=[N:21]1)[CH3:24], predict the reactants needed to synthesize it. The reactants are: [CH3:1][N:2]1[CH2:6][CH2:5][NH:4][C:3]1=[O:7].[H-].[Na+].Cl[CH2:11][C:12]1[C:17]([CH2:18][CH3:19])=[N:16][C:15]2[N:20]([CH2:23][CH3:24])[N:21]=[CH:22][C:14]=2[C:13]=1[NH:25][CH:26]1[CH2:31][CH2:30][O:29][CH2:28][CH2:27]1. (6) Given the product [C:1]([O:4][C@@H:5]1[C@@H:10]([O:11][C:12](=[O:14])[CH3:13])[C@@H:9]([O:15][C:16](=[O:18])[CH3:17])[C@@H:8]([CH2:19][O:20][C:21](=[O:23])[CH3:22])[O:7][C@:6]21[C:31]1[C:26](=[CH:27][C:28]([Cl:40])=[C:29]([CH2:32][C:33]3[CH:34]=[CH:35][C:36]([O:39][S:49]([C:48]([F:61])([F:60])[F:47])(=[O:51])=[O:50])=[CH:37][CH:38]=3)[CH:30]=1)[CH2:25][O:24]2)(=[O:3])[CH3:2], predict the reactants needed to synthesize it. The reactants are: [C:1]([O:4][C@@H:5]1[C@@H:10]([O:11][C:12](=[O:14])[CH3:13])[C@@H:9]([O:15][C:16](=[O:18])[CH3:17])[C@@H:8]([CH2:19][O:20][C:21](=[O:23])[CH3:22])[O:7][C@:6]21[C:31]1[C:26](=[CH:27][C:28]([Cl:40])=[C:29]([CH2:32][C:33]3[CH:38]=[CH:37][C:36]([OH:39])=[CH:35][CH:34]=3)[CH:30]=1)[CH2:25][O:24]2)(=[O:3])[CH3:2].N1C=CC=CC=1.[F:47][C:48]([F:61])([F:60])[S:49](O[S:49]([C:48]([F:61])([F:60])[F:47])(=[O:51])=[O:50])(=[O:51])=[O:50]. (7) Given the product [CH3:14][O:13][C:8]1[CH:9]=[CH:10][CH:11]=[CH:12][C:7]=1[CH2:6][C@H:5]1[O:15][CH2:23][CH2:22][NH:21][CH2:4]1, predict the reactants needed to synthesize it. The reactants are: [OH-].[Na+].Cl[CH2:4][C@H:5]([OH:15])[CH2:6][C:7]1[CH:12]=[CH:11][CH:10]=[CH:9][C:8]=1[O:13][CH3:14].S(O)(O)(=O)=O.[NH2:21][CH2:22][CH3:23].C1(C)C=CC=CC=1.